Dataset: Full USPTO retrosynthesis dataset with 1.9M reactions from patents (1976-2016). Task: Predict the reactants needed to synthesize the given product. (1) The reactants are: [C:1]([C:5]1[CH:20]=[CH:19][CH:18]=[CH:17][C:6]=1[O:7][C:8]1[C:13]([N:14]=[C:15]=[S:16])=[CH:12][CH:11]=[CH:10][N:9]=1)([CH3:4])([CH3:3])[CH3:2].C(N(C(C)C)CC)(C)C.Cl.[C:31]([NH2:39])(=[NH:38])[C:32]1[CH:37]=[CH:36][CH:35]=[CH:34][CH:33]=1.CCOC(/N=N/C(OCC)=O)=O. Given the product [C:1]([C:5]1[CH:20]=[CH:19][CH:18]=[CH:17][C:6]=1[O:7][C:8]1[C:13]([NH:14][C:15]2[S:16][N:39]=[C:31]([C:32]3[CH:37]=[CH:36][CH:35]=[CH:34][CH:33]=3)[N:38]=2)=[CH:12][CH:11]=[CH:10][N:9]=1)([CH3:4])([CH3:2])[CH3:3], predict the reactants needed to synthesize it. (2) Given the product [CH3:8][C:2]1([C:3]([O:5][CH2:6][CH3:7])=[O:4])[O:12][CH2:11][C:10]([CH3:15])([CH3:13])[CH2:9][O:1]1, predict the reactants needed to synthesize it. The reactants are: [O:1]=[C:2]([CH3:8])[C:3]([O:5][CH2:6][CH3:7])=[O:4].[CH3:9][C:10]([CH3:15])([CH2:13]O)[CH2:11][OH:12].B(F)(F)F.CCOCC.